Task: Predict the product of the given reaction.. Dataset: Forward reaction prediction with 1.9M reactions from USPTO patents (1976-2016) Given the reactants C(OC([NH:8][CH2:9][C:10]1[N:18]=[C:17]2[C:13]([NH:14][C:15](=[O:40])[N:16]2[C:19]2[CH:24]=[C:23]([O:25][CH2:26][C:27]3[C:32]([O:33][CH3:34])=[CH:31][CH:30]=[C:29]([F:35])[C:28]=3[F:36])[C:22]([O:37][CH3:38])=[CH:21][C:20]=2[Cl:39])=[C:12]([O:41][CH3:42])[N:11]=1)=O)(C)(C)C.Cl.C(OCC)C, predict the reaction product. The product is: [ClH:39].[NH2:8][CH2:9][C:10]1[N:18]=[C:17]2[C:13]([NH:14][C:15](=[O:40])[N:16]2[C:19]2[CH:24]=[C:23]([O:25][CH2:26][C:27]3[C:32]([O:33][CH3:34])=[CH:31][CH:30]=[C:29]([F:35])[C:28]=3[F:36])[C:22]([O:37][CH3:38])=[CH:21][C:20]=2[Cl:39])=[C:12]([O:41][CH3:42])[N:11]=1.